Predict the reactants needed to synthesize the given product. From a dataset of Full USPTO retrosynthesis dataset with 1.9M reactions from patents (1976-2016). Given the product [OH:25][C:22]1[CH:21]=[CH:20][C:19]([C@@H:7]2[C@@H:6]3[CH2:29][C@H:3]([O:2][CH3:1])[CH2:4][C@@H:5]3[C:14]3[CH:13]=[C:12]([OH:15])[CH:11]=[CH:10][C:9]=3[O:8]2)=[CH:24][CH:23]=1, predict the reactants needed to synthesize it. The reactants are: [CH3:1][O:2][CH:3]1[CH2:29][CH:6]2[CH:7]([C:19]3[CH:24]=[CH:23][C:22]([O:25]COC)=[CH:21][CH:20]=3)[O:8][C:9]3[CH:10]=[CH:11][C:12]([O:15]COC)=[CH:13][C:14]=3[CH:5]2[CH2:4]1.Cl.CCOC(C)=O.CCCCCC.